From a dataset of Forward reaction prediction with 1.9M reactions from USPTO patents (1976-2016). Predict the product of the given reaction. (1) Given the reactants [CH3:1][N:2]1[CH2:7][CH2:6][C:5]([C:10]2[CH:15]=[CH:14][C:13]([Cl:16])=[C:12]([Cl:17])[CH:11]=2)([C:8]#[N:9])[CH2:4][CH2:3]1, predict the reaction product. The product is: [CH3:1][N:2]1[CH2:3][CH2:4][C:5]([C:10]2[CH:15]=[CH:14][C:13]([Cl:16])=[C:12]([Cl:17])[CH:11]=2)([CH2:8][NH2:9])[CH2:6][CH2:7]1. (2) Given the reactants [CH3:1][CH2:2]/[C:3](/[C:8]1[C:13](=[O:14])[CH2:12][CH:11]([C:15]2[C:16]([CH3:23])=CC(C)=CC=2C)[CH2:10][C:9]=1[OH:24])=[N:4]\[O:5][CH2:6][CH3:7].C[S:26]([C:29]1C=CC(C(C2C(=O)CCCC2=O)=O)=C(Cl)[CH:34]=1)(=O)=O.CS(C1C=CC(C(C2C(=O)CCCC2=O)=O)=[C:52]([Cl:66])C=1COCC1OCCC1)(=O)=O.CS(C1C=CC(C(C2C(=O)CCCC2=O)=O)=C(Cl)C=1COCC(F)(F)F)(=O)=O.COCCOCC1C(C(C2C(=O)C3CC(CC3)C2=O)=O)=CC=C(CC(F)(F)F)N=1, predict the reaction product. The product is: [CH3:1][CH2:2]/[C:3](/[C:8]1[C:13](=[O:14])[CH2:12][CH:11]([CH2:15][CH:16]([S:26][CH2:29][CH3:34])[CH3:23])[CH2:10][C:9]=1[OH:24])=[N:4]\[O:5][CH2:6]/[CH:7]=[CH:52]/[Cl:66].